Dataset: Full USPTO retrosynthesis dataset with 1.9M reactions from patents (1976-2016). Task: Predict the reactants needed to synthesize the given product. Given the product [C:24]([Si:21]([O:20][CH2:19][CH:18]1[CH2:17][C:10]2[CH:11]=[CH:12][CH:13]=[C:14]([O:15][CH3:16])[C:9]=2[O:28]1)([CH3:22])[CH3:23])([CH3:25])([CH3:26])[CH3:27], predict the reactants needed to synthesize it. The reactants are: C(O[C:9]1[C:14]([O:15][CH3:16])=[CH:13][CH:12]=[CH:11][C:10]=1[CH2:17][CH:18]([OH:28])[CH2:19][O:20][Si:21]([C:24]([CH3:27])([CH3:26])[CH3:25])([CH3:23])[CH3:22])C1C=CC=CC=1.CC1C=CC(S(OCC(O)CC2C=CC(OC)=CC=2O)(=O)=O)=CC=1.[Si](OCC(O)CC1C=CC=C(OC)C=1O)(C(C)(C)C)(C)C.C1(O)C=CC=CC=1.C1(P(C2C=CC=CC=2)C2C=CC=CC=2)C=CC=CC=1.CCOC(/N=N/C(OCC)=O)=O.CC1C=CC(S(OCC2CC3C=CC(OC)=CC=3O2)(=O)=O)=CC=1.